This data is from Catalyst prediction with 721,799 reactions and 888 catalyst types from USPTO. The task is: Predict which catalyst facilitates the given reaction. (1) Reactant: Cl.[CH3:2][O:3][C:4]1[CH:9]=[C:8]([CH3:10])[NH:7][C:6](=[O:11])[C:5]=1[CH2:12][NH:13][C:14]([C:16]1[C:24]2[C:19](=[CH:20][CH:21]=[CH:22][CH:23]=2)[N:18]([CH:25]([CH:27]2[CH2:32][CH2:31][NH:30][CH2:29][CH2:28]2)[CH3:26])[C:17]=1[CH3:33])=[O:15].[O:34]1[CH2:36][CH2:35]1. Product: [OH:34][CH2:35][CH2:36][N:30]1[CH2:29][CH2:28][CH:27]([CH:25]([N:18]2[C:19]3[C:24](=[CH:23][CH:22]=[CH:21][CH:20]=3)[C:16]([C:14]([NH:13][CH2:12][C:5]3[C:6](=[O:11])[NH:7][C:8]([CH3:10])=[CH:9][C:4]=3[O:3][CH3:2])=[O:15])=[C:17]2[CH3:33])[CH3:26])[CH2:32][CH2:31]1. The catalyst class is: 2. (2) Reactant: [Cl:1][C:2]1[C:7]([C:8]([NH:10][C:11]2[CH:16]=[C:15]([NH:17][S:18]([CH3:21])(=[O:20])=[O:19])[CH:14]=[C:13]([O:22][CH3:23])[CH:12]=2)=[O:9])=[C:6](Cl)[N:5]=[CH:4][N:3]=1.[NH3:25]. Product: [NH2:25][C:6]1[C:7]([C:8]([NH:10][C:11]2[CH:16]=[C:15]([NH:17][S:18]([CH3:21])(=[O:20])=[O:19])[CH:14]=[C:13]([O:22][CH3:23])[CH:12]=2)=[O:9])=[C:2]([Cl:1])[N:3]=[CH:4][N:5]=1. The catalyst class is: 12. (3) Reactant: [CH2:1]([C:3]1[C:4]([F:14])=[CH:5][N:6]=[C:7]2[C:12]=1[NH:11][C:10](=[O:13])[CH:9]=[CH:8]2)[CH3:2].[H-].[Na+].[CH2:17](I)[CH:18]=[CH2:19].O. Product: [CH2:1]([C:3]1[C:4]([F:14])=[CH:5][N:6]=[C:7]2[C:12]=1[N:11]=[C:10]([O:13][CH2:19][CH:18]=[CH2:17])[CH:9]=[CH:8]2)[CH3:2]. The catalyst class is: 3. (4) Reactant: [N+:1]([C:4]1[CH:5]=[C:6]([CH:10]=[C:11]([C:13]([F:16])([F:15])[F:14])[CH:12]=1)[C:7](O)=[O:8])([O-:3])=[O:2].O1CCCC1. Product: [N+:1]([C:4]1[CH:5]=[C:6]([CH2:7][OH:8])[CH:10]=[C:11]([C:13]([F:14])([F:15])[F:16])[CH:12]=1)([O-:3])=[O:2]. The catalyst class is: 5. (5) Reactant: [N+:1]([C:4]1[CH:9]=[C:8]([N+:10]([O-:12])=[O:11])[CH:7]=[CH:6][C:5]=1F)([O-:3])=[O:2].[C:14]1([CH:21]=[CH:20][C:18]([OH:19])=[CH:17][CH:16]=1)[OH:15].C(=O)([O-])[O-].[K+].[K+].[Br-].[CH3:29][CH2:30][CH2:31][CH2:32][CH2:33][CH2:34][CH2:35][CH3:36]. Product: [N+:1]([C:4]1[CH:9]=[C:8]([N+:10]([O-:12])=[O:11])[CH:7]=[CH:6][C:5]=1[O:15][C:14]1[CH:21]=[CH:20][C:18]([O:19][CH2:29][CH2:30][CH2:31][CH2:32][CH2:33][CH2:34][CH2:35][CH3:36])=[CH:17][CH:16]=1)([O-:3])=[O:2]. The catalyst class is: 131.